From a dataset of Catalyst prediction with 721,799 reactions and 888 catalyst types from USPTO. Predict which catalyst facilitates the given reaction. (1) Reactant: C([NH:4][C:5]1[CH:10]=[CH:9][C:8]([CH2:11][CH2:12][C:13]([O:15][CH2:16][CH3:17])=[O:14])=[CH:7][CH:6]=1)(=O)C.[ClH:18]. Product: [ClH:18].[NH2:4][C:5]1[CH:6]=[CH:7][C:8]([CH2:11][CH2:12][C:13]([O:15][CH2:16][CH3:17])=[O:14])=[CH:9][CH:10]=1. The catalyst class is: 8. (2) Reactant: [C:1]([NH:11][CH2:12][CH2:13][CH2:14][C@@H:15]([C:17]([OH:19])=[O:18])[NH2:16])([O:3][CH2:4][C:5]1[CH:10]=[CH:9][CH:8]=[CH:7][CH:6]=1)=[O:2].CCN=C=NCCCN(C)C.Cl.C1C=CC2N(O)N=NC=2C=1.[C:42]([N:49]([CH2:57][C:58]1[CH:66]=[CH:65][C:61]([C:62](O)=[O:63])=[CH:60][N:59]=1)[CH2:50][C:51]1[CH:56]=[CH:55][CH:54]=[CH:53][N:52]=1)([O:44][C:45]([CH3:48])([CH3:47])[CH3:46])=[O:43]. Product: [C:42]([N:49]([CH2:57][C:58]1[CH:66]=[CH:65][C:61]([C:62]([NH:16][C@H:15]([C:17]([OH:19])=[O:18])[CH2:14][CH2:13][CH2:12][NH:11][C:1]([O:3][CH2:4][C:5]2[CH:10]=[CH:9][CH:8]=[CH:7][CH:6]=2)=[O:2])=[O:63])=[CH:60][N:59]=1)[CH2:50][C:51]1[CH:56]=[CH:55][CH:54]=[CH:53][N:52]=1)([O:44][C:45]([CH3:48])([CH3:47])[CH3:46])=[O:43]. The catalyst class is: 3. (3) Reactant: [CH3:1][N:2]([CH3:9])[C:3](SC)=[CH:4][C:5]#[N:6].O.[NH2:11][NH2:12]. Product: [CH3:1][N:2]([CH3:9])[C:3]1[NH:12][N:11]=[C:5]([NH2:6])[CH:4]=1. The catalyst class is: 8. (4) Reactant: C(O[C:4](=[O:31])[CH:5]([N:7]1[CH:11]=[C:10]([C:12]2[C:24]3[C:23]4[C:18](=[CH:19][CH:20]=[CH:21][CH:22]=4)[C:17]([OH:29])([C:25]([F:28])([F:27])[F:26])[C:16]=3[CH:15]=[C:14]([F:30])[CH:13]=2)[CH:9]=[N:8]1)[CH3:6])C.[CH2:32]=[O:33].[F-].C([N+](CCCC)(CCCC)CCCC)CCC. Product: [F:30][C:14]1[CH:13]=[C:12]([C:10]2[CH:9]=[N:8][N:7]([C:5]([CH3:6])([CH2:4][OH:31])[CH2:32][OH:33])[CH:11]=2)[C:24]2[C:23]3[C:18](=[CH:19][CH:20]=[CH:21][CH:22]=3)[C:17]([OH:29])([C:25]([F:27])([F:28])[F:26])[C:16]=2[CH:15]=1. The catalyst class is: 348. (5) Reactant: OC1C(=O)NN=C(CCC2C=CC=CC=2)C=1.C([O:24][C:25]1[N:26]=[N:27][C:28]([CH2:39][C:40]2[CH:45]=[CH:44][CH:43]=[C:42]([Cl:46])[CH:41]=2)=[CH:29][C:30]=1[O:31]CC1C=CC=CC=1)C1C=CC=CC=1. Product: [Cl:46][C:42]1[CH:41]=[C:40]([CH:45]=[CH:44][CH:43]=1)[CH2:39][C:28]1[CH:29]=[C:30]([OH:31])[C:25](=[O:24])[NH:26][N:27]=1. The catalyst class is: 13.